From a dataset of NCI-60 drug combinations with 297,098 pairs across 59 cell lines. Regression. Given two drug SMILES strings and cell line genomic features, predict the synergy score measuring deviation from expected non-interaction effect. (1) Drug 1: C1CNP(=O)(OC1)N(CCCl)CCCl. Drug 2: CC1C(C(CC(O1)OC2CC(CC3=C2C(=C4C(=C3O)C(=O)C5=C(C4=O)C(=CC=C5)OC)O)(C(=O)CO)O)N)O.Cl. Cell line: SF-539. Synergy scores: CSS=47.6, Synergy_ZIP=2.15, Synergy_Bliss=3.54, Synergy_Loewe=-52.6, Synergy_HSA=-0.592. (2) Drug 1: CC12CCC3C(C1CCC2=O)CC(=C)C4=CC(=O)C=CC34C. Drug 2: CC(C)(C#N)C1=CC(=CC(=C1)CN2C=NC=N2)C(C)(C)C#N. Cell line: DU-145. Synergy scores: CSS=37.5, Synergy_ZIP=0.186, Synergy_Bliss=1.27, Synergy_Loewe=2.70, Synergy_HSA=2.05. (3) Drug 1: CC1=C(C=C(C=C1)NC(=O)C2=CC=C(C=C2)CN3CCN(CC3)C)NC4=NC=CC(=N4)C5=CN=CC=C5. Drug 2: C(CC(=O)O)C(=O)CN.Cl. Cell line: HOP-92. Synergy scores: CSS=12.5, Synergy_ZIP=-4.52, Synergy_Bliss=-2.41, Synergy_Loewe=-2.64, Synergy_HSA=-3.32. (4) Drug 1: CC(C)NC(=O)C1=CC=C(C=C1)CNNC.Cl. Drug 2: COCCOC1=C(C=C2C(=C1)C(=NC=N2)NC3=CC=CC(=C3)C#C)OCCOC.Cl. Synergy scores: CSS=4.89, Synergy_ZIP=-1.40, Synergy_Bliss=1.89, Synergy_Loewe=2.05, Synergy_HSA=0.408. Cell line: UACC62. (5) Drug 2: C(CN)CNCCSP(=O)(O)O. Drug 1: C1=CC(=C2C(=C1NCCNCCO)C(=O)C3=C(C=CC(=C3C2=O)O)O)NCCNCCO. Cell line: CCRF-CEM. Synergy scores: CSS=73.5, Synergy_ZIP=3.88, Synergy_Bliss=6.66, Synergy_Loewe=1.60, Synergy_HSA=9.06.